The task is: Predict the reactants needed to synthesize the given product.. This data is from Full USPTO retrosynthesis dataset with 1.9M reactions from patents (1976-2016). (1) Given the product [CH:1]1([CH2:6][N:19]2[CH2:18][C:17]3([CH2:22][CH2:23][C:14]([N:13]([CH3:29])[CH3:12])([C:24]4[S:25][CH:26]=[CH:27][CH:28]=4)[CH2:15][CH2:16]3)[CH2:21][CH2:20]2)[CH2:5][CH2:4][CH2:3][CH2:2]1, predict the reactants needed to synthesize it. The reactants are: [CH:1]1([CH:6]=O)[CH2:5][CH2:4][CH2:3][CH2:2]1.C([BH3-])#N.[Na+].[CH3:12][N:13]([CH3:29])[C:14]1([C:24]2[S:25][CH:26]=[CH:27][CH:28]=2)[CH2:23][CH2:22][C:17]2([CH2:21][CH2:20][NH:19][CH2:18]2)[CH2:16][CH2:15]1.C(O)(=O)C. (2) Given the product [Cl:8][C:5]1[N:4]=[C:3]([NH:9][C:10]2([CH2:11][NH:12][C:13](=[O:19])[O:14][C:15]([CH3:18])([CH3:17])[CH3:16])[CH2:21][CH2:35][CH2:34][CH2:20]2)[C:2]([C:27]#[C:26][CH:25]([O:28][CH2:29][CH3:30])[O:24][CH2:22][CH3:23])=[CH:7][N:6]=1, predict the reactants needed to synthesize it. The reactants are: Br[C:2]1[C:3]([NH:9][C:10]([CH3:21])([CH3:20])[CH2:11][NH:12][C:13](=[O:19])[O:14][C:15]([CH3:18])([CH3:17])[CH3:16])=[N:4][C:5]([Cl:8])=[N:6][CH:7]=1.[CH2:22]([O:24][CH:25]([O:28][CH2:29][CH3:30])[C:26]#[CH:27])[CH3:23].ClC1N=C(NCCNC(=O)OC(C)(C)C)[C:35](C#CC(OCC)OCC)=[CH:34]N=1. (3) Given the product [CH2:12]([O:14][C:15]([C:16]1[S:8][C:7]([C:6]2[CH:10]=[CH:11][C:3]([O:2][CH3:1])=[CH:4][CH:5]=2)=[N:9][C:17]=1[CH3:18])=[O:21])[CH3:13], predict the reactants needed to synthesize it. The reactants are: [CH3:1][O:2][C:3]1[CH:11]=[CH:10][C:6]([C:7]([NH2:9])=[S:8])=[CH:5][CH:4]=1.[CH2:12]([O:14][C:15](=[O:21])[CH:16](Cl)[C:17](=O)[CH3:18])[CH3:13]. (4) Given the product [CH2:15]([O:13][CH2:3][C:4]1[CH:12]=[CH:11][C:10]2[O:9][CH2:8][O:7][C:6]=2[CH:5]=1)[CH2:16][CH2:17][CH3:18], predict the reactants needed to synthesize it. The reactants are: [H-].[Na+].[CH2:3]([OH:13])[C:4]1[CH:12]=[CH:11][C:10]2[O:9][CH2:8][O:7][C:6]=2[CH:5]=1.Br[CH2:15][CH2:16][CH2:17][CH3:18].